Task: Predict the reactants needed to synthesize the given product.. Dataset: Full USPTO retrosynthesis dataset with 1.9M reactions from patents (1976-2016) (1) Given the product [CH:4]1([C:11]([OH:13])=[O:12])[C:5]2[C:10](=[CH:9][CH:8]=[CH:7][CH:6]=2)[CH2:2][CH2:3]1, predict the reactants needed to synthesize it. The reactants are: O=[C:2]1[C:10]2[C:5](=[CH:6][CH:7]=[CH:8][CH:9]=2)[CH:4]([C:11]([OH:13])=[O:12])[CH2:3]1. (2) Given the product [N:21]([C:18]1[CH:17]=[CH:16][C:15]([O:14][C:12](=[O:13])[CH2:11][CH2:10][C:9]([O:8][C:5]2[CH:6]=[CH:7][C:2]([N:1]=[C:36]=[O:35])=[CH:3][CH:4]=2)=[O:22])=[CH:20][CH:19]=1)=[C:24]=[O:26], predict the reactants needed to synthesize it. The reactants are: [NH2:1][C:2]1[CH:7]=[CH:6][C:5]([O:8][C:9](=[O:22])[CH2:10][CH2:11][C:12]([O:14][C:15]2[CH:20]=[CH:19][C:18]([NH2:21])=[CH:17][CH:16]=2)=[O:13])=[CH:4][CH:3]=1.Cl[C:24](Cl)([O:26]C(=O)OC(Cl)(Cl)Cl)Cl.[O:35]1CCOC[CH2:36]1. (3) Given the product [F:38][C:39]([F:44])([F:43])[C:40]([OH:42])=[O:41].[CH3:30][O:29][C:24]1[CH:25]=[CH:26][CH:27]=[CH:28][C:23]=1[N:22]1[C:21]2[C:20](=[O:31])[N:19]([CH2:32][C:33]([OH:35])=[O:34])[C:18](=[O:36])[N:17]([CH3:37])[C:16]=2[N:15]=[C:14]1[N:11]1[CH2:12][CH2:13][NH:8][CH2:9][CH2:10]1, predict the reactants needed to synthesize it. The reactants are: C(OC([N:8]1[CH2:13][CH2:12][N:11]([C:14]2[N:22]([C:23]3[CH:28]=[CH:27][CH:26]=[CH:25][C:24]=3[O:29][CH3:30])[C:21]3[C:20](=[O:31])[N:19]([CH2:32][C:33]([OH:35])=[O:34])[C:18](=[O:36])[N:17]([CH3:37])[C:16]=3[N:15]=2)[CH2:10][CH2:9]1)=O)(C)(C)C.[F:38][C:39]([F:44])([F:43])[C:40]([OH:42])=[O:41]. (4) Given the product [N:1]1[CH:6]=[CH:5][CH:4]=[C:3]([C:7]2[CH:11]=[C:10]([C:12]([F:13])([F:14])[F:15])[N:9]([C:16]3[N:21]=[CH:20][C:19]([NH:22][C:38]([CH:32]4[CH2:37][CH2:36][CH2:35][CH2:34][CH2:33]4)=[O:39])=[CH:18][CH:17]=3)[N:8]=2)[CH:2]=1, predict the reactants needed to synthesize it. The reactants are: [N:1]1[CH:6]=[CH:5][CH:4]=[C:3]([C:7]2[CH:11]=[C:10]([C:12]([F:15])([F:14])[F:13])[N:9]([C:16]3[N:21]=[CH:20][C:19]([NH2:22])=[CH:18][CH:17]=3)[N:8]=2)[CH:2]=1.C(N(CC)C(C)C)(C)C.[CH:32]1([C:38](Cl)=[O:39])[CH2:37][CH2:36][CH2:35][CH2:34][CH2:33]1.